The task is: Predict the reaction yield, written as a fraction of the theoretical maximum amount of product (1.0 means a 100% yield; for example, 0.34 means a 34% yield).. This data is from Reaction yield outcomes from USPTO patents with 853,638 reactions. The product is [Br:12][C:13]1[CH:14]=[C:15]([CH:19]=[O:20])[CH:16]=[N:17][CH:18]=1. The yield is 0.350. The catalyst is ClCCl. The reactants are [Cr](Cl)([O-])(=O)=O.[NH+]1C=CC=CC=1.[Br:12][C:13]1[CH:14]=[C:15]([CH2:19][OH:20])[CH:16]=[N:17][CH:18]=1.C(OCC)C.